The task is: Predict the product of the given reaction.. This data is from Forward reaction prediction with 1.9M reactions from USPTO patents (1976-2016). (1) The product is: [CH3:1][O:2][C:3](=[O:36])[C:4]1[CH:5]=[CH:6][C:7]([C:10]2[N:11]([CH2:17][C:18]3[CH:23]=[CH:22][C:21]([C:24]([F:26])([F:25])[P:27]([OH:32])([OH:29])=[O:28])=[C:20]([Br:35])[CH:19]=3)[C:12](=[O:16])[N:13]([CH3:15])[CH:14]=2)=[CH:8][CH:9]=1. Given the reactants [CH3:1][O:2][C:3](=[O:36])[C:4]1[CH:9]=[CH:8][C:7]([C:10]2[N:11]([CH2:17][C:18]3[CH:23]=[CH:22][C:21]([C:24]([P:27]([O:32]CC)([O:29]CC)=[O:28])([F:26])[F:25])=[C:20]([Br:35])[CH:19]=3)[C:12](=[O:16])[N:13]([CH3:15])[CH:14]=2)=[CH:6][CH:5]=1.I[Si](C)(C)C, predict the reaction product. (2) Given the reactants C([Si](C)(C)[O:6][C:7]1[CH:12]=[CH:11][C:10]([C:13]2[N:18]=[CH:17][C:16]([CH:19]=[O:20])=[CH:15][CH:14]=2)=[CH:9][C:8]=1[CH:21]1[CH2:26][CH2:25][CH2:24][CH2:23][CH2:22]1)(C)(C)C.[F-].C([N+](CCCC)(CCCC)CCCC)CCC, predict the reaction product. The product is: [CH:21]1([C:8]2[CH:9]=[C:10]([C:13]3[N:18]=[CH:17][C:16]([CH:19]=[O:20])=[CH:15][CH:14]=3)[CH:11]=[CH:12][C:7]=2[OH:6])[CH2:22][CH2:23][CH2:24][CH2:25][CH2:26]1.